From a dataset of Forward reaction prediction with 1.9M reactions from USPTO patents (1976-2016). Predict the product of the given reaction. (1) Given the reactants [Cl:1][C:2]1[CH:19]=[CH:18][C:5]([C:6]([NH:8][C@@H:9]([C:11]2[CH:16]=[CH:15][CH:14]=[C:13]([Cl:17])[CH:12]=2)[CH3:10])=O)=[CH:4][C:3]=1[S:20][C:21]1[CH:26]=[CH:25][CH:24]=[CH:23][CH:22]=1.B, predict the reaction product. The product is: [Cl:1][C:2]1[CH:19]=[CH:18][C:5]([CH2:6][NH:8][C@@H:9]([C:11]2[CH:16]=[CH:15][CH:14]=[C:13]([Cl:17])[CH:12]=2)[CH3:10])=[CH:4][C:3]=1[S:20][C:21]1[CH:26]=[CH:25][CH:24]=[CH:23][CH:22]=1. (2) Given the reactants [Mg].II.Br[C:5]1[CH:10]=[C:9]([F:11])[CH:8]=[C:7]([Cl:12])[CH:6]=1.[C:13]([N:20]1[CH2:24][CH2:23][C:22](=[O:25])[CH2:21]1)([O:15][C:16]([CH3:19])([CH3:18])[CH3:17])=[O:14].C(=O)([O-])[O-].[Na+].[Na+], predict the reaction product. The product is: [Cl:12][C:7]1[CH:6]=[C:5]([C:22]2([OH:25])[CH2:23][CH2:24][N:20]([C:13]([O:15][C:16]([CH3:18])([CH3:17])[CH3:19])=[O:14])[CH2:21]2)[CH:10]=[C:9]([F:11])[CH:8]=1. (3) The product is: [C:39]([C@@H:38]([O:44][CH2:45][CH3:46])[CH2:37][C:34]1[CH:33]=[CH:32][C:31]([O:30][CH2:29]/[CH:28]=[CH:27]/[C:26]#[C:25][C:21]2[CH:20]=[C:19]([C:18]#[C:17]/[CH:16]=[CH:15]/[CH2:14][O:13][C:10]3[CH:9]=[CH:8][C:7]([CH2:6][C@H:5]([O:47][CH2:48][CH3:49])[C:4]([OH:50])=[O:3])=[CH:12][CH:11]=3)[CH:24]=[CH:23][CH:22]=2)=[CH:36][CH:35]=1)([OH:41])=[O:40]. Given the reactants C([O:3][C:4](=[O:50])[C@@H:5]([O:47][CH2:48][CH3:49])[CH2:6][C:7]1[CH:12]=[CH:11][C:10]([O:13][CH2:14]/[CH:15]=[CH:16]/[C:17]#[C:18][C:19]2[CH:24]=[CH:23][CH:22]=[C:21]([C:25]#[C:26]/[CH:27]=[CH:28]/[CH2:29][O:30][C:31]3[CH:36]=[CH:35][C:34]([CH2:37][C@H:38]([O:44][CH2:45][CH3:46])[C:39]([O:41]CC)=[O:40])=[CH:33][CH:32]=3)[CH:20]=2)=[CH:9][CH:8]=1)C.[OH-].[Na+], predict the reaction product.